From a dataset of Forward reaction prediction with 1.9M reactions from USPTO patents (1976-2016). Predict the product of the given reaction. (1) The product is: [Cl:19][C:11]1[C:12]2[C:7](=[CH:6][CH:5]=[CH:4][C:3]=2[O:2][CH3:1])[CH:8]=[C:9]([C:14]#[N:16])[N:10]=1. Given the reactants [CH3:1][O:2][C:3]1[CH:4]=[CH:5][CH:6]=[C:7]2[C:12]=1[C:11](=O)[NH:10][C:9]([C:14]([NH2:16])=O)=[CH:8]2.O=P(Cl)(Cl)[Cl:19], predict the reaction product. (2) The product is: [CH3:15][O:18][C:27](=[O:26])[C:11]1[CH:10]=[CH:9][CH:8]=[C:4]([C:5]([O:7][CH3:28])=[O:6])[C:3]=1[O:2][CH3:1]. Given the reactants [CH3:1][O:2][C:3]1[C:11](C(O)=O)=[CH:10][CH:9]=[CH:8][C:4]=1[C:5]([OH:7])=[O:6].[C:15](=[O:18])([O-])[O-].[K+].[K+].S([O:26][CH3:27])(OC)(=O)=O.[CH3:28]C(C)=O, predict the reaction product. (3) Given the reactants C([N:8]1[CH2:13][C:12]([C:14]2[CH:19]=[CH:18][C:17]([F:20])=[CH:16][CH:15]=2)=[C:11]([C:21]([OH:23])=[O:22])[CH2:10][CH2:9]1)C1C=CC=CC=1.Cl.[CH3:25]O, predict the reaction product. The product is: [CH3:25][O:23][C:21]([CH:11]1[CH2:10][CH2:9][NH:8][CH2:13][CH:12]1[C:14]1[CH:19]=[CH:18][C:17]([F:20])=[CH:16][CH:15]=1)=[O:22]. (4) Given the reactants [C:1]([O:5][C:6]([NH:8][C@@H:9]([CH3:13])[C:10]([OH:12])=O)=[O:7])([CH3:4])([CH3:3])[CH3:2].C(Cl)(=O)C(C)(C)C.C(N(CC)CC)C.Cl.[NH:29]1[CH2:34][CH2:33][CH:32]([O:35][CH2:36][C:37]([O:39][CH2:40][CH3:41])=[O:38])[CH2:31][CH2:30]1, predict the reaction product. The product is: [C:1]([O:5][C:6]([NH:8][C@@H:9]([CH3:13])[C:10]([N:29]1[CH2:30][CH2:31][CH:32]([O:35][CH2:36][C:37]([O:39][CH2:40][CH3:41])=[O:38])[CH2:33][CH2:34]1)=[O:12])=[O:7])([CH3:2])([CH3:3])[CH3:4]. (5) Given the reactants [OH:1][CH:2]1[CH2:7][CH2:6][N:5]([C:8]([N:10]2[CH2:15][CH:14]([C:16]3[CH:21]=[CH:20][C:19]([O:22][C:23]([F:26])([F:25])[F:24])=[CH:18][CH:17]=3)[CH2:13][CH:12]([C:27]([OH:29])=O)[CH2:11]2)=[O:9])[CH2:4][CH2:3]1.O[N:31]=[C:32]([C:34]1[CH:39]=[N:38][CH:37]=[CH:36][N:35]=1)[NH2:33], predict the reaction product. The product is: [OH:1][CH:2]1[CH2:3][CH2:4][N:5]([C:8]([N:10]2[CH2:15][CH:14]([C:16]3[CH:21]=[CH:20][C:19]([O:22][C:23]([F:26])([F:24])[F:25])=[CH:18][CH:17]=3)[CH2:13][CH:12]([C:27]3[O:29][N:33]=[C:32]([C:34]4[CH:39]=[N:38][CH:37]=[CH:36][N:35]=4)[N:31]=3)[CH2:11]2)=[O:9])[CH2:6][CH2:7]1.